Predict the reactants needed to synthesize the given product. From a dataset of Full USPTO retrosynthesis dataset with 1.9M reactions from patents (1976-2016). (1) Given the product [Cl:33][C:30]1[CH:31]=[CH:32][C:27]([O:26][CH2:25][CH2:24][N:16]2[C:12]3[CH:11]=[CH:10][N:9]=[C:8]([C:6]4[CH:5]=[CH:4][N:3]=[C:2]([F:1])[CH:7]=4)[C:13]=3[CH:14]=[C:15]2[C:17]([O:19][CH3:20])=[O:18])=[CH:28][CH:29]=1, predict the reactants needed to synthesize it. The reactants are: [F:1][C:2]1[CH:7]=[C:6]([C:8]2[C:13]3[CH:14]=[C:15]([C:17]([O:19][CH3:20])=[O:18])[NH:16][C:12]=3[CH:11]=[CH:10][N:9]=2)[CH:5]=[CH:4][N:3]=1.[H-].[Na+].Br[CH2:24][CH2:25][O:26][C:27]1[CH:32]=[CH:31][C:30]([Cl:33])=[CH:29][CH:28]=1. (2) Given the product [CH:1]1([N:7]2[C:11]([CH2:12][CH2:13][O:14][CH3:15])=[C:10]([C:16]3[O:18][N:22]=[C:21]([C:23]4[CH:28]=[CH:27][CH:26]=[C:25]([C:29]([F:30])([F:31])[F:32])[CH:24]=4)[N:20]=3)[CH:9]=[N:8]2)[CH2:2][CH2:3][CH2:4][CH2:5][CH2:6]1, predict the reactants needed to synthesize it. The reactants are: [CH:1]1([N:7]2[C:11]([CH2:12][CH2:13][O:14][CH3:15])=[C:10]([C:16]([OH:18])=O)[CH:9]=[N:8]2)[CH2:6][CH2:5][CH2:4][CH2:3][CH2:2]1.O[N:20]=[C:21]([C:23]1[CH:28]=[CH:27][CH:26]=[C:25]([C:29]([F:32])([F:31])[F:30])[CH:24]=1)[NH2:22]. (3) Given the product [OH:32][C@@H:31]([C:33]1[CH:34]=[CH:35][CH:36]=[CH:37][CH:38]=1)[C:30]([N:23]([C:3]1[CH:2]=[CH:11][CH:10]=[C:9]([O:8][CH3:7])[CH:4]=1)[CH2:22][CH2:21][C:18]1[CH:19]=[N:20][C:15]([C:14]([F:24])([F:13])[F:25])=[CH:16][CH:17]=1)=[O:39], predict the reactants needed to synthesize it. The reactants are: N[C:2]1[CH:3]=[C:4]2[C:9](=[CH:10][CH:11]=1)[O:8][CH2:7]CC2O.[F:13][C:14]([F:25])([F:24])[C:15]1[N:20]=[CH:19][C:18]([CH2:21][C:22]#[N:23])=[CH:17][CH:16]=1.C(O[C:30](=[O:39])[C@H:31]([C:33]1[CH:38]=[CH:37][CH:36]=[CH:35][CH:34]=1)[OH:32])(=O)C. (4) Given the product [ClH:37].[NH2:8][CH2:9][CH2:10][N:11]1[C:16](=[O:17])[N:15]=[C:14]([NH:18][C:19]2[CH:24]=[CH:23][C:22]([O:25][CH:26]([CH3:27])[CH3:28])=[C:21]([F:29])[CH:20]=2)[N:13]([CH2:30][C:31]2[CH:32]=[CH:33][C:34]([Cl:37])=[CH:35][CH:36]=2)[C:12]1=[O:38], predict the reactants needed to synthesize it. The reactants are: C(OC([NH:8][CH2:9][CH2:10][N:11]1[C:16](=[O:17])[N:15]=[C:14]([NH:18][C:19]2[CH:24]=[CH:23][C:22]([O:25][CH:26]([CH3:28])[CH3:27])=[C:21]([F:29])[CH:20]=2)[N:13]([CH2:30][C:31]2[CH:36]=[CH:35][C:34]([Cl:37])=[CH:33][CH:32]=2)[C:12]1=[O:38])=O)(C)(C)C.Cl. (5) Given the product [CH3:32][CH:31]([CH3:33])[C@H:26]([N:21]1[CH2:20][C:19]2[C:23](=[CH:24][C:16]([C:13]3[CH:12]=[CH:11][C:10]([NH:9][C:1](=[O:8])[C:2]4[CH:3]=[CH:4][C:5]([C:60]([F:71])([F:70])[F:59])=[CH:6][CH:7]=4)=[CH:15][CH:14]=3)=[CH:17][CH:18]=2)[C:22]1=[O:25])[C:27]([O:29][CH3:30])=[O:28], predict the reactants needed to synthesize it. The reactants are: [C:1]([NH:9][C:10]1[CH:15]=[CH:14][C:13]([C:16]2[CH:24]=[C:23]3[C:19]([CH2:20][N:21]([C@@H:26]([CH:31]([CH3:33])[CH3:32])[C:27]([O:29][CH3:30])=[O:28])[C:22]3=[O:25])=[CH:18][CH:17]=2)=[CH:12][CH:11]=1)(=[O:8])[C:2]1[CH:7]=[CH:6][CH:5]=[CH:4][CH:3]=1.NC1C=CC(C2C=C3C(CN([C@@H](C(C)C)C(OC)=O)C3=O)=CC=2)=CC=1.[F:59][C:60]([F:71])([F:70])C1C=CC(C(Cl)=O)=CC=1. (6) Given the product [NH2:1][C:2]1[S:3][C:8]([C:9](=[O:12])[CH3:10])=[C:7]([CH3:6])[N:4]=1, predict the reactants needed to synthesize it. The reactants are: [NH2:1][C:2]([NH2:4])=[S:3].N1[CH:10]=[CH:9][CH:8]=[CH:7][CH:6]=1.C[OH:12]. (7) Given the product [CH3:11][O:12][C:2]1[CH:3]=[C:4]2[CH:5]=[CH:6][NH:7][C:8]2=[N:9][CH:10]=1, predict the reactants needed to synthesize it. The reactants are: Br[C:2]1[CH:3]=[C:4]2[C:8](=[N:9][CH:10]=1)[NH:7][CH:6]=[CH:5]2.[CH3:11][O:12][Na].